Dataset: Full USPTO retrosynthesis dataset with 1.9M reactions from patents (1976-2016). Task: Predict the reactants needed to synthesize the given product. (1) The reactants are: [Br:1][C:2]1[CH:3]=[C:4]([C:23](OC)=[O:24])[C:5]2[NH:6][C:7]3[CH:8]=[C:9]([C:15]([N:17]4[CH2:22][CH2:21][O:20][CH2:19][CH2:18]4)=[O:16])[CH:10]=[CH:11][C:12]=3[C:13]=2[N:14]=1.[NH3:27].CO. Given the product [Br:1][C:2]1[CH:3]=[C:4]([C:23]([NH2:27])=[O:24])[C:5]2[NH:6][C:7]3[CH:8]=[C:9]([C:15]([N:17]4[CH2:18][CH2:19][O:20][CH2:21][CH2:22]4)=[O:16])[CH:10]=[CH:11][C:12]=3[C:13]=2[N:14]=1, predict the reactants needed to synthesize it. (2) Given the product [I:15][C:7]1[C:8]([CH3:14])=[C:9]([CH:13]=[C:5]([S:2]([N:16]2[CH2:20][CH2:19][CH2:18][CH2:17]2)(=[O:4])=[O:3])[CH:6]=1)[C:10]([OH:12])=[O:11], predict the reactants needed to synthesize it. The reactants are: Cl[S:2]([C:5]1[CH:6]=[C:7]([I:15])[C:8]([CH3:14])=[C:9]([CH:13]=1)[C:10]([OH:12])=[O:11])(=[O:4])=[O:3].[NH:16]1[CH2:20][CH2:19][CH2:18][CH2:17]1.N1C=CC=CC=1. (3) The reactants are: Br[C:2]1[CH:7]=[CH:6][CH:5]=[CH:4][C:3]=1[Br:8].[Li]CCCC.[CH3:14][CH:15]([CH3:34])[CH2:16][CH:17]([N:27]=[CH:28][C:29]1[S:30][CH:31]=[CH:32][N:33]=1)[C:18]12[O:25][CH2:24][C:21]([CH3:26])([CH2:22][O:23]1)[CH2:20][O:19]2.O. Given the product [Br:8][C:3]1[CH:4]=[CH:5][C:6]([CH:28]([NH:27][CH:17]([C:18]23[O:25][CH2:24][C:21]([CH3:26])([CH2:22][O:23]2)[CH2:20][O:19]3)[CH2:16][CH:15]([CH3:34])[CH3:14])[C:29]2[S:30][CH:31]=[CH:32][N:33]=2)=[CH:7][CH:2]=1, predict the reactants needed to synthesize it.